Dataset: NCI-60 drug combinations with 297,098 pairs across 59 cell lines. Task: Regression. Given two drug SMILES strings and cell line genomic features, predict the synergy score measuring deviation from expected non-interaction effect. (1) Drug 1: C1CCN(CC1)CCOC2=CC=C(C=C2)C(=O)C3=C(SC4=C3C=CC(=C4)O)C5=CC=C(C=C5)O. Drug 2: CN1C(=O)N2C=NC(=C2N=N1)C(=O)N. Cell line: RXF 393. Synergy scores: CSS=-8.05, Synergy_ZIP=1.38, Synergy_Bliss=-5.32, Synergy_Loewe=-6.36, Synergy_HSA=-7.30. (2) Drug 1: CCN(CC)CCNC(=O)C1=C(NC(=C1C)C=C2C3=C(C=CC(=C3)F)NC2=O)C. Drug 2: CC(C)(C#N)C1=CC(=CC(=C1)CN2C=NC=N2)C(C)(C)C#N. Cell line: KM12. Synergy scores: CSS=46.9, Synergy_ZIP=-2.47, Synergy_Bliss=-1.54, Synergy_Loewe=-6.17, Synergy_HSA=-2.03. (3) Drug 1: CC(CN1CC(=O)NC(=O)C1)N2CC(=O)NC(=O)C2. Drug 2: CC1CCCC2(C(O2)CC(NC(=O)CC(C(C(=O)C(C1O)C)(C)C)O)C(=CC3=CSC(=N3)C)C)C. Cell line: NCI/ADR-RES. Synergy scores: CSS=0.674, Synergy_ZIP=-0.462, Synergy_Bliss=-0.131, Synergy_Loewe=-2.30, Synergy_HSA=-1.81. (4) Drug 1: C1=C(C(=O)NC(=O)N1)N(CCCl)CCCl. Drug 2: CCN(CC)CCNC(=O)C1=C(NC(=C1C)C=C2C3=C(C=CC(=C3)F)NC2=O)C. Cell line: SK-MEL-2. Synergy scores: CSS=-19.0, Synergy_ZIP=-2.04, Synergy_Bliss=-15.3, Synergy_Loewe=-20.7, Synergy_HSA=-20.1. (5) Drug 1: C1C(C(OC1N2C=C(C(=O)NC2=O)F)CO)O. Drug 2: C1C(C(OC1N2C=NC(=NC2=O)N)CO)O. Cell line: SK-OV-3. Synergy scores: CSS=3.81, Synergy_ZIP=-2.61, Synergy_Bliss=-3.14, Synergy_Loewe=-12.5, Synergy_HSA=-6.14.